Dataset: Catalyst prediction with 721,799 reactions and 888 catalyst types from USPTO. Task: Predict which catalyst facilitates the given reaction. (1) Reactant: [H-].[Al+3].[Li+].[H-].[H-].[H-].[CH:7]([N:10]1[CH2:15][CH2:14][CH:13]([C:16](OCC)=[O:17])[CH2:12][CH2:11]1)([CH3:9])[CH3:8].[OH-].[Na+].S([O-])([O-])(=O)=O.[Mg+2]. Product: [CH:7]([N:10]1[CH2:15][CH2:14][CH:13]([CH2:16][OH:17])[CH2:12][CH2:11]1)([CH3:9])[CH3:8]. The catalyst class is: 30. (2) Reactant: Br[C:2]1[N:3]([CH2:9][O:10][CH2:11][CH2:12][Si:13]([CH3:16])([CH3:15])[CH3:14])[C:4]([Br:8])=[C:5]([Br:7])[N:6]=1.[Li]CCCC.[C:22]1([CH2:28][CH:29]=[O:30])[CH:27]=[CH:26][CH:25]=[CH:24][CH:23]=1. Product: [Br:7][C:5]1[N:6]=[C:2]([CH:29]([OH:30])[CH2:28][C:22]2[CH:27]=[CH:26][CH:25]=[CH:24][CH:23]=2)[N:3]([CH2:9][O:10][CH2:11][CH2:12][Si:13]([CH3:16])([CH3:15])[CH3:14])[C:4]=1[Br:8]. The catalyst class is: 1. (3) Reactant: [C:1](O)(=O)[CH2:2][CH3:3].[CH2:6]([SH:13])[C:7]1[CH:12]=[CH:11][CH:10]=[CH:9][CH:8]=1.P12(SP3(SP(SP(S3)(S1)=S)(=S)S2)=S)=[S:15]. Product: [C:1]([S:13][CH2:6][C:7]1[CH:12]=[CH:11][CH:10]=[CH:9][CH:8]=1)(=[S:15])[CH2:2][CH3:3]. The catalyst class is: 11. (4) Reactant: [CH2:1]([NH:11][C:12](=[O:21])[O:13][CH2:14][C:15]1[CH:20]=[CH:19][CH:18]=[CH:17][CH:16]=1)[CH2:2][NH:3]C(=O)OC(C)(C)C.[ClH:22].CCOC(C)=O. Product: [Cl-:22].[CH2:14]([O:13][C:12]([NH:11][CH2:1][CH2:2][NH3+:3])=[O:21])[C:15]1[CH:20]=[CH:19][CH:18]=[CH:17][CH:16]=1. The catalyst class is: 5.